From a dataset of Full USPTO retrosynthesis dataset with 1.9M reactions from patents (1976-2016). Predict the reactants needed to synthesize the given product. Given the product [Cl:1][C:2]1[CH:8]=[CH:7][C:5]([NH:6][C:18](=[O:19])[C:17]([CH3:22])([CH3:21])[CH3:16])=[CH:4][CH:3]=1, predict the reactants needed to synthesize it. The reactants are: [Cl:1][C:2]1[CH:8]=[CH:7][C:5]([NH2:6])=[CH:4][CH:3]=1.C(N(CC)CC)C.[CH3:16][C:17]([CH3:22])([CH3:21])[C:18](Cl)=[O:19].O.